This data is from Forward reaction prediction with 1.9M reactions from USPTO patents (1976-2016). The task is: Predict the product of the given reaction. (1) Given the reactants C([N:8]([C@@H](C1C=CC=CC=1)C)[C@H:9]([CH2:18][CH2:19][CH2:20][CH3:21])[CH2:10][C:11]([O:13][C:14]([CH3:17])([CH3:16])[CH3:15])=[O:12])C1C=CC=CC=1, predict the reaction product. The product is: [NH2:8][C@H:9]([CH2:18][CH2:19][CH2:20][CH3:21])[CH2:10][C:11]([O:13][C:14]([CH3:15])([CH3:16])[CH3:17])=[O:12]. (2) The product is: [CH3:1][O:2][C:3]([C:5]1[N:13]=[C:12]2[C:8]([N:9]=[CH:10][N:11]2[C@@H:14]2[CH2:18][C@H:17]([O:19][C:42]([O:44][CH2:45][CH3:46])=[O:43])[CH:16]=[CH:15]2)=[C:7]([NH:20][CH2:21][CH:22]([C:29]2[CH:30]=[CH:31][CH:32]=[CH:33][CH:34]=2)[C:23]2[CH:24]=[CH:25][CH:26]=[CH:27][CH:28]=2)[N:6]=1)=[O:4]. Given the reactants [CH3:1][O:2][C:3]([C:5]1[N:13]=[C:12]2[C:8]([N:9]=[CH:10][N:11]2[C@@H:14]2[CH2:18][C@H:17]([OH:19])[CH:16]=[CH:15]2)=[C:7]([NH:20][CH2:21][CH:22]([C:29]2[CH:34]=[CH:33][CH:32]=[CH:31][CH:30]=2)[C:23]2[CH:28]=[CH:27][CH:26]=[CH:25][CH:24]=2)[N:6]=1)=[O:4].N1C=CC=CC=1.Cl[C:42]([O:44][CH2:45][CH3:46])=[O:43], predict the reaction product. (3) The product is: [C:19]([C:22]1[N:1]=[C:2]2[N:6]([CH2:7][C:8]3[CH:13]=[CH:12][CH:11]=[CH:10][C:9]=3[Cl:14])[N:5]=[CH:4][C:3]2=[C:15]([N:29]2[CH2:30][CH2:31][C:27]([F:32])([F:26])[CH2:28]2)[N:17]=1)([CH3:21])([CH3:20])[CH3:18]. Given the reactants [NH2:1][C:2]1[N:6]([CH2:7][C:8]2[CH:13]=[CH:12][CH:11]=[CH:10][C:9]=2[Cl:14])[N:5]=[CH:4][C:3]=1[C:15]([NH2:17])=O.[C:18](Cl)(=O)[C:19]([CH3:22])([CH3:21])[CH3:20].Cl.[F:26][C:27]1([F:32])[CH2:31][CH2:30][NH:29][CH2:28]1, predict the reaction product.